Dataset: Full USPTO retrosynthesis dataset with 1.9M reactions from patents (1976-2016). Task: Predict the reactants needed to synthesize the given product. (1) Given the product [NH2:13][C:12]1[N:40]([CH:36]2[CH2:37][CH2:38][CH2:39][N:34]([C:32]([O:31][CH2:24][C:25]3[CH:30]=[CH:29][CH:28]=[CH:27][CH:26]=3)=[O:33])[CH2:35]2)[N:41]=[C:8]([C:5]2[CH:6]=[CH:7][C:2]([I:1])=[CH:3][CH:4]=2)[C:9]=1[C:10]#[N:11], predict the reactants needed to synthesize it. The reactants are: [I:1][C:2]1[CH:7]=[CH:6][C:5]([C:8](OC)=[C:9]([C:12]#[N:13])[C:10]#[N:11])=[CH:4][CH:3]=1.C(N(CC)CC)C.Cl.[CH2:24]([O:31][C:32]([N:34]1[CH2:39][CH2:38][CH2:37][CH:36]([NH:40][NH2:41])[CH2:35]1)=[O:33])[C:25]1[CH:30]=[CH:29][CH:28]=[CH:27][CH:26]=1. (2) Given the product [C:9]1([CH:15]([O:22][C:23]([C:25]2[N:26]3[CH:29]([CH2:30][CH2:31][C:32]=2[S:6][C:2]2[S:1][CH:5]=[N:4][N:3]=2)[C@@H:28]([NH:34][C:35](=[O:65])/[C:36](/[C:58]2[N:59]=[C:60]([NH2:64])[S:61][C:62]=2[Cl:63])=[N:37]\[O:38][C:39]([C:52]2[CH:53]=[CH:54][CH:55]=[CH:56][CH:57]=2)([C:46]2[CH:47]=[CH:48][CH:49]=[CH:50][CH:51]=2)[C:40]2[CH:45]=[CH:44][CH:43]=[CH:42][CH:41]=2)[C:27]3=[O:66])=[O:24])[C:16]2[CH:21]=[CH:20][CH:19]=[CH:18][CH:17]=2)[CH:14]=[CH:13][CH:12]=[CH:11][CH:10]=1, predict the reactants needed to synthesize it. The reactants are: [S:1]1[CH:5]=[N:4][N:3]=[C:2]1[SH:6].[H-].[Na+].[C:9]1([CH:15]([O:22][C:23]([C:25]2[N:26]3[CH:29]([CH2:30][CH2:31][C:32]=2Cl)[C@@H:28]([NH:34][C:35](=[O:65])/[C:36](/[C:58]2[N:59]=[C:60]([NH2:64])[S:61][C:62]=2[Cl:63])=[N:37]\[O:38][C:39]([C:52]2[CH:57]=[CH:56][CH:55]=[CH:54][CH:53]=2)([C:46]2[CH:51]=[CH:50][CH:49]=[CH:48][CH:47]=2)[C:40]2[CH:45]=[CH:44][CH:43]=[CH:42][CH:41]=2)[C:27]3=[O:66])=[O:24])[C:16]2[CH:21]=[CH:20][CH:19]=[CH:18][CH:17]=2)[CH:14]=[CH:13][CH:12]=[CH:11][CH:10]=1. (3) Given the product [ClH:39].[CH3:17][N:16]([CH3:18])[C:14]1[CH:13]=[CH:12][N:11]=[C:10]([NH:9][C@@H:6]2[CH2:5][CH2:4][C@H:3]([CH2:2][NH:1][C:37](=[O:38])[C:36]3[CH:40]=[CH:41][CH:42]=[N:43][C:35]=3[O:28][C:29]3[CH:30]=[CH:31][CH:32]=[CH:33][CH:34]=3)[CH2:8][CH2:7]2)[N:15]=1, predict the reactants needed to synthesize it. The reactants are: [NH2:1][CH2:2][C@@H:3]1[CH2:8][CH2:7][C@H:6]([NH:9][C:10]2[N:15]=[C:14]([N:16]([CH3:18])[CH3:17])[CH:13]=[CH:12][N:11]=2)[CH2:5][CH2:4]1.CCN(C(C)C)C(C)C.[O:28]([C:35]1[N:43]=[CH:42][CH:41]=[CH:40][C:36]=1[C:37]([Cl:39])=[O:38])[C:29]1[CH:34]=[CH:33][CH:32]=[CH:31][CH:30]=1.Cl. (4) Given the product [O:1]1[CH:5]=[CH:4][CH:3]=[C:2]1[CH2:6][N:7]([C:15]([O:17][CH2:18][CH3:19])=[O:16])[CH2:8][CH2:9][C:10]([OH:12])=[O:11], predict the reactants needed to synthesize it. The reactants are: [O:1]1[CH:5]=[CH:4][CH:3]=[C:2]1[CH2:6][N:7]([C:15]([O:17][CH2:18][CH3:19])=[O:16])[CH2:8][CH2:9][C:10]([O:12]CC)=[O:11].[OH-].[K+].